From a dataset of Forward reaction prediction with 1.9M reactions from USPTO patents (1976-2016). Predict the product of the given reaction. Given the reactants [NH2:1][C:2]1[CH:10]=[CH:9][C:8]([Cl:11])=[CH:7][C:3]=1[C:4]([OH:6])=O.[CH3:12][O:13][C:14](=[O:31])[CH:15]([NH2:30])[CH2:16][C:17]1[CH:22]=[CH:21][C:20]([C:23]2[CH:28]=[CH:27][CH:26]=[C:25]([OH:29])[CH:24]=2)=[CH:19][CH:18]=1.CN(C(ON1N=NC2C=CC=CC1=2)=[N+](C)C)C.F[P-](F)(F)(F)(F)F.CCN(C(C)C)C(C)C, predict the reaction product. The product is: [CH3:12][O:13][C:14](=[O:31])[CH:15]([NH:30][C:4](=[O:6])[C:3]1[CH:7]=[C:8]([Cl:11])[CH:9]=[CH:10][C:2]=1[NH2:1])[CH2:16][C:17]1[CH:18]=[CH:19][C:20]([C:23]2[CH:28]=[CH:27][CH:26]=[C:25]([OH:29])[CH:24]=2)=[CH:21][CH:22]=1.